From a dataset of Forward reaction prediction with 1.9M reactions from USPTO patents (1976-2016). Predict the product of the given reaction. (1) Given the reactants Cl.[NH2:2][C:3]1[CH:4]=[CH:5][C:6]([NH:9][CH2:10][CH2:11][NH:12][C:13]([C:15]2[C:23]3[N:22]=[C:21]([C:24]4[S:25][CH:26]=[CH:27][CH:28]=4)[NH:20][C:19]=3[C:18]([OH:29])=[CH:17][CH:16]=2)=[O:14])=[N:7][CH:8]=1.CCN(C(C)C)C(C)C.[C:39](Cl)(=[O:41])[CH3:40], predict the reaction product. The product is: [C:39]([NH:2][C:3]1[CH:4]=[CH:5][C:6]([NH:9][CH2:10][CH2:11][NH:12][C:13]([C:15]2[C:23]3[N:22]=[C:21]([C:24]4[S:25][CH:26]=[CH:27][CH:28]=4)[NH:20][C:19]=3[C:18]([OH:29])=[CH:17][CH:16]=2)=[O:14])=[N:7][CH:8]=1)(=[O:41])[CH3:40]. (2) Given the reactants [OH:1][C:2]1[CH:3]=[C:4]([CH:7]=[CH:8][C:9]=1[O:10][CH:11]([F:13])[F:12])[CH:5]=[O:6].Br[CH2:15][CH2:16][Cl:17].C([O-])([O-])=O.[Cs+].[Cs+], predict the reaction product. The product is: [Cl:17][CH2:16][CH2:15][O:1][C:2]1[CH:3]=[C:4]([CH:7]=[CH:8][C:9]=1[O:10][CH:11]([F:12])[F:13])[CH:5]=[O:6]. (3) Given the reactants [CH2:1]([O:8][C:9]1[CH:14]=[CH:13][CH:12]=[CH:11][C:10]=1[C:15](=O)[CH2:16][CH2:17][C:18](=O)[CH3:19])[C:2]1[CH:7]=[CH:6][CH:5]=[CH:4][CH:3]=1.[CH2:22]([O:24][C:25](=[O:33])[C:26]1[CH:31]=[CH:30][CH:29]=[C:28]([NH2:32])[CH:27]=1)[CH3:23], predict the reaction product. The product is: [CH2:22]([O:24][C:25](=[O:33])[C:26]1[CH:31]=[CH:30][CH:29]=[C:28]([N:32]2[C:18]([CH3:19])=[CH:17][CH:16]=[C:15]2[C:10]2[CH:11]=[CH:12][CH:13]=[CH:14][C:9]=2[O:8][CH2:1][C:2]2[CH:7]=[CH:6][CH:5]=[CH:4][CH:3]=2)[CH:27]=1)[CH3:23]. (4) The product is: [CH3:1][N:2]1[C:6]([C:7]2[CH:19]=[N:18][C:17]3[C:16]4[CH:15]=[C:14]([O:20][CH3:21])[C:13]([C:22]([O:24][CH3:25])=[O:23])=[CH:12][C:11]=4[N:10]([C@H:33]([C:27]4[CH:32]=[CH:31][CH:30]=[CH:29][CH:28]=4)[CH:35]4[CH2:36][CH2:37][O:38][CH2:39][CH2:40]4)[C:9]=3[CH:8]=2)=[C:5]([CH3:26])[N:4]=[N:3]1. Given the reactants [CH3:1][N:2]1[C:6]([C:7]2[CH:19]=[N:18][C:17]3[C:16]4[CH:15]=[C:14]([O:20][CH3:21])[C:13]([C:22]([O:24][CH3:25])=[O:23])=[CH:12][C:11]=4[NH:10][C:9]=3[CH:8]=2)=[C:5]([CH3:26])[N:4]=[N:3]1.[C:27]1([C@@H:33]([CH:35]2[CH2:40][CH2:39][O:38][CH2:37][CH2:36]2)O)[CH:32]=[CH:31][CH:30]=[CH:29][CH:28]=1.C1(P(C2C=CC=CC=2)C2C=CC=CC=2)C=CC=CC=1.CC(OC(/N=N/C(OC(C)C)=O)=O)C, predict the reaction product. (5) Given the reactants Br[C:2]1[N:3]=[C:4]2[C:10]3[CH:11]=[CH:12][CH:13]=[CH:14][C:9]=3[NH:8][C:7]3[N:15]=[CH:16][CH:17]=[CH:18][C:6]=3[N:5]2[C:19]=1[C:20]1[CH:25]=[CH:24][C:23]([C:26]2([NH:30][C:31](=[O:37])[O:32][C:33]([CH3:36])([CH3:35])[CH3:34])[CH2:29][CH2:28][CH2:27]2)=[CH:22][CH:21]=1.CC1(C)C(C)(C)OB([C:46]2[CH:51]=[CH:50][C:49]([NH:52][C:53]([CH:55]3[CH2:57][CH2:56]3)=[O:54])=[CH:48][CH:47]=2)O1.C([O-])([O-])=O.[Na+].[Na+], predict the reaction product. The product is: [CH:55]1([C:53]([NH:52][C:49]2[CH:50]=[CH:51][C:46]([C:2]3[N:3]=[C:4]4[C:10]5[CH:11]=[CH:12][CH:13]=[CH:14][C:9]=5[NH:8][C:7]5[N:15]=[CH:16][CH:17]=[CH:18][C:6]=5[N:5]4[C:19]=3[C:20]3[CH:25]=[CH:24][C:23]([C:26]4([NH:30][C:31](=[O:37])[O:32][C:33]([CH3:35])([CH3:36])[CH3:34])[CH2:29][CH2:28][CH2:27]4)=[CH:22][CH:21]=3)=[CH:47][CH:48]=2)=[O:54])[CH2:56][CH2:57]1.